Task: Predict the reaction yield, written as a fraction of the theoretical maximum amount of product (1.0 means a 100% yield; for example, 0.34 means a 34% yield).. Dataset: Reaction yield outcomes from USPTO patents with 853,638 reactions (1) The reactants are [CH3:1][O:2][CH2:3][C:4]1[N:8]2[C:9](=[O:28])[N:10]([CH:12]3[CH2:17][CH2:16][N:15](C(OCC4C=CC=CC=4)=O)[CH2:14][CH2:13]3)[CH2:11][C:7]2=[CH:6][N:5]=1. The catalyst is CO.[C].[Pd]. The product is [CH3:1][O:2][CH2:3][C:4]1[N:8]2[C:9](=[O:28])[N:10]([CH:12]3[CH2:17][CH2:16][NH:15][CH2:14][CH2:13]3)[CH2:11][C:7]2=[CH:6][N:5]=1. The yield is 0.920. (2) The reactants are C(O)(=O)C.[CH2:5]([O:8][C:9]([O:11][C@H:12]1[C@H:25]([O:26][P:27]2(=[O:38])[O:33][CH2:32][C:31]3[CH:34]=[CH:35][CH:36]=[CH:37][C:30]=3[CH2:29][O:28]2)[C@@H:24]([CH2:39][O:40][CH2:41][C:42]2[CH:47]=[CH:46][CH:45]=[CH:44][CH:43]=2)[O:23][C@@H:14]([O:15][Si:16]([C:19]([CH3:22])([CH3:21])[CH3:20])([CH3:18])[CH3:17])[C@@H:13]1[N:48]=[N+]=[N-])=[O:10])[CH:6]=[CH2:7].[C:51](Cl)([O:53][CH2:54][CH:55]1[C:67]2[C:62](=[CH:63][CH:64]=[CH:65][CH:66]=2)[C:61]2[C:56]1=[CH:57][CH:58]=[CH:59][CH:60]=2)=[O:52].CCN(C(C)C)C(C)C. The catalyst is C(Cl)Cl.C(OCC)(=O)C.[Zn].CCCCCC.C(OCC)(=O)C. The product is [CH2:5]([O:8][C:9]([O:11][C@H:12]1[C@H:25]([O:26][P:27]2(=[O:38])[O:33][CH2:32][C:31]3[CH:34]=[CH:35][CH:36]=[CH:37][C:30]=3[CH2:29][O:28]2)[C@@H:24]([CH2:39][O:40][CH2:41][C:42]2[CH:47]=[CH:46][CH:45]=[CH:44][CH:43]=2)[O:23][C@@H:14]([O:15][Si:16]([C:19]([CH3:22])([CH3:21])[CH3:20])([CH3:18])[CH3:17])[C@@H:13]1[NH:48][C:51]([O:53][CH2:54][CH:55]1[C:56]2[CH:57]=[CH:58][CH:59]=[CH:60][C:61]=2[C:62]2[C:67]1=[CH:66][CH:65]=[CH:64][CH:63]=2)=[O:52])=[O:10])[CH:6]=[CH2:7]. The yield is 0.800.